The task is: Regression. Given a peptide amino acid sequence and an MHC pseudo amino acid sequence, predict their binding affinity value. This is MHC class II binding data.. This data is from Peptide-MHC class II binding affinity with 134,281 pairs from IEDB. (1) The peptide sequence is SSKLNKFISPKSVIG. The MHC is H-2-IAb with pseudo-sequence H-2-IAb. The binding affinity (normalized) is 0.579. (2) The peptide sequence is NRASLMQLISTNVFG. The MHC is DRB1_1201 with pseudo-sequence DRB1_1201. The binding affinity (normalized) is 0.843.